Predict the reaction yield, written as a fraction of the theoretical maximum amount of product (1.0 means a 100% yield; for example, 0.34 means a 34% yield). From a dataset of Reaction yield outcomes from USPTO patents with 853,638 reactions. (1) The product is [C:11]([Si:8]([CH3:10])([CH3:9])[O:7][C:6]1[CH:15]=[C:2]([CH:30]([OH:31])[C:27]2[CH:28]=[CH:29][C:24]([Cl:23])=[C:25]([S:32]([NH2:35])(=[O:33])=[O:34])[CH:26]=2)[CH:3]=[CH:4][C:5]=1[O:16][CH3:17])([CH3:14])([CH3:13])[CH3:12]. The yield is 0.590. The catalyst is O1CCCC1. The reactants are Br[C:2]1[CH:3]=[CH:4][C:5]([O:16][CH3:17])=[C:6]([CH:15]=1)[O:7][Si:8]([C:11]([CH3:14])([CH3:13])[CH3:12])([CH3:10])[CH3:9].C([Li])(C)(C)C.[Cl:23][C:24]1[CH:29]=[CH:28][C:27]([CH:30]=[O:31])=[CH:26][C:25]=1[S:32]([NH2:35])(=[O:34])=[O:33]. (2) The reactants are Cl[C:2]1[CH:3]=[CH:4][C:5]2[N:6]([C:8]([CH2:11][C:12]3[CH:13]=[C:14]4[C:19](=[CH:20][C:21]=3[F:22])[N:18]=[CH:17][CH:16]=[CH:15]4)=[CH:9][N:10]=2)[N:7]=1.C([Sn](CCCC)(CCCC)[C:28]([O:30]CC)=[CH2:29])CCC.Cl.O. The catalyst is CN(C=O)C.[Pd].C1(P(C2C=CC=CC=2)C2C=CC=CC=2)C=CC=CC=1.C1(P(C2C=CC=CC=2)C2C=CC=CC=2)C=CC=CC=1.C1(P(C2C=CC=CC=2)C2C=CC=CC=2)C=CC=CC=1.C1(P(C2C=CC=CC=2)C2C=CC=CC=2)C=CC=CC=1. The product is [F:22][C:21]1[CH:20]=[C:19]2[C:14]([CH:15]=[CH:16][CH:17]=[N:18]2)=[CH:13][C:12]=1[CH2:11][C:8]1[N:6]2[N:7]=[C:2]([C:28](=[O:30])[CH3:29])[CH:3]=[CH:4][C:5]2=[N:10][CH:9]=1. The yield is 0.790. (3) The reactants are C[O:2][C:3](=[O:26])[CH2:4][C:5]1[CH:6]=[C:7]([C:16]2[CH:21]=[CH:20][C:19]([C:22]([F:25])([F:24])[F:23])=[CH:18][CH:17]=2)[C:8]([O:11][CH2:12][CH:13]2[CH2:15][CH2:14]2)=[CH:9][CH:10]=1.C[Si](C)(C)[O-].[K+]. The catalyst is C1COCC1. The product is [CH:13]1([CH2:12][O:11][C:8]2[C:7]([C:16]3[CH:21]=[CH:20][C:19]([C:22]([F:25])([F:24])[F:23])=[CH:18][CH:17]=3)=[CH:6][C:5]([CH2:4][C:3]([OH:26])=[O:2])=[CH:10][CH:9]=2)[CH2:15][CH2:14]1. The yield is 0.540.